This data is from Catalyst prediction with 721,799 reactions and 888 catalyst types from USPTO. The task is: Predict which catalyst facilitates the given reaction. (1) Reactant: CN(C(ON1N=NC2C=CC=NC1=2)=[N+](C)C)C.F[P-](F)(F)(F)(F)F.[CH3:25][CH:26]([CH:31]([CH3:33])[CH3:32])[CH2:27][C:28](O)=[O:29].Cl.[CH3:35][O:36][C:37]([C:39]1[CH:40]=[C:41]2[C:45](=[CH:46][CH:47]=1)[CH2:44][CH2:43][C@H:42]2[NH2:48])=[O:38]. The catalyst class is: 56. Product: [CH3:25][CH:26]([CH:31]([CH3:33])[CH3:32])[CH2:27][C:28]([NH:48][C@H:42]1[C:41]2[C:45](=[CH:46][CH:47]=[C:39]([C:37]([O:36][CH3:35])=[O:38])[CH:40]=2)[CH2:44][CH2:43]1)=[O:29]. (2) Reactant: [F:1][C:2]1[CH:10]=[C:9]2[C:5]([C:6]([C:12]3[N:13]=[C:14]4[C:20]([C:21]([NH:23][C:24]5([CH3:35])[CH2:27][N:26](C(OC(C)(C)C)=O)[CH2:25]5)=[O:22])=[CH:19][NH:18][C:15]4=[N:16][CH:17]=3)=[N:7][N:8]2[CH3:11])=[CH:4][CH:3]=1.[F:36][C:37]([F:42])([F:41])[C:38]([OH:40])=[O:39]. Product: [F:36][C:37]([F:42])([F:41])[C:38]([OH:40])=[O:39].[F:1][C:2]1[CH:10]=[C:9]2[C:5]([C:6]([C:12]3[N:13]=[C:14]4[C:20]([C:21]([NH:23][C:24]5([CH3:35])[CH2:25][NH:26][CH2:27]5)=[O:22])=[CH:19][NH:18][C:15]4=[N:16][CH:17]=3)=[N:7][N:8]2[CH3:11])=[CH:4][CH:3]=1. The catalyst class is: 4.